This data is from Full USPTO retrosynthesis dataset with 1.9M reactions from patents (1976-2016). The task is: Predict the reactants needed to synthesize the given product. (1) Given the product [Br:1][C:2]1[CH:3]=[C:4]2[C:8](=[C:9]([CH:11]([O:13][CH2:14][C:15]3([C:21]4[CH:26]=[CH:25][C:24]([F:27])=[CH:23][CH:22]=4)[CH2:20][CH2:19][N:18]([CH3:28])[CH2:17][CH2:16]3)[CH3:12])[CH:10]=1)[NH:7][N:6]=[CH:5]2, predict the reactants needed to synthesize it. The reactants are: [Br:1][C:2]1[CH:3]=[C:4]2[C:8](=[C:9]([CH:11]([O:13][CH2:14][C:15]3([C:21]4[CH:26]=[CH:25][C:24]([F:27])=[CH:23][CH:22]=4)[CH2:20][CH2:19][NH:18][CH2:17][CH2:16]3)[CH3:12])[CH:10]=1)[NH:7][N:6]=[CH:5]2.[C:28]([BH3-])#N.[Na+].C=O.O.C(OCC)C. (2) Given the product [NH2:10][C:11]1[S:12][CH:13]=[C:14]2[C:19]=1[C:18](=[O:20])[N:17]([C:21]1[CH:22]=[CH:23][C:24]([Cl:27])=[CH:25][CH:26]=1)[N:16]=[C:15]2[C:28]([NH:3][CH:4]([CH3:6])[CH3:5])=[O:29], predict the reactants needed to synthesize it. The reactants are: CC[N:3](C(C)C)[CH:4]([CH3:6])[CH3:5].[NH2:10][C:11]1[S:12][CH:13]=[C:14]2[C:19]=1[C:18](=[O:20])[N:17]([C:21]1[CH:26]=[CH:25][C:24]([Cl:27])=[CH:23][CH:22]=1)[N:16]=[C:15]2[C:28](O)=[O:29].C(N)(C)C.CN([P+](ON1N=NC2C=CC=CC1=2)(N(C)C)N(C)C)C.F[P-](F)(F)(F)(F)F. (3) Given the product [C:1]([O:5][C:6]([N:8]1[C:13](=[O:14])[CH:12]=[C:11]([O:15][S:32]([C:29]2[CH:30]=[CH:31][C:26]([CH3:36])=[CH:27][CH:28]=2)(=[O:34])=[O:33])[CH2:10][C@H:9]1[C:16]([O:18][CH2:19][C:20]1[CH:25]=[CH:24][CH:23]=[CH:22][CH:21]=1)=[O:17])=[O:7])([CH3:4])([CH3:2])[CH3:3], predict the reactants needed to synthesize it. The reactants are: [C:1]([O:5][C:6]([N:8]1[C:13](=[O:14])[CH2:12][C:11](=[O:15])[CH2:10][C@H:9]1[C:16]([O:18][CH2:19][C:20]1[CH:25]=[CH:24][CH:23]=[CH:22][CH:21]=1)=[O:17])=[O:7])([CH3:4])([CH3:3])[CH3:2].[C:26]1([CH3:36])[CH:31]=[CH:30][C:29]([S:32](Cl)(=[O:34])=[O:33])=[CH:28][CH:27]=1.